Dataset: Full USPTO retrosynthesis dataset with 1.9M reactions from patents (1976-2016). Task: Predict the reactants needed to synthesize the given product. Given the product [CH:22]1([C:25]2[N:29]([CH3:30])[C:28]3[C:31]([C:42]([C:21]4[N:16]=[N:17][CH:18]=[CH:19][CH:20]=4)([C:44]4[CH:49]=[CH:48][CH:47]=[CH:46][N:45]=4)[OH:43])=[CH:32][C:33]([C:35]4[C:36]([CH3:41])=[N:37][O:38][C:39]=4[CH3:40])=[CH:34][C:27]=3[N:26]=2)[CH2:24][CH2:23]1, predict the reactants needed to synthesize it. The reactants are: CC1(C)CCCC(C)(C)N1.[Li]CCCC.[N:16]1[CH:21]=[CH:20][CH:19]=[CH:18][N:17]=1.[CH:22]1([C:25]2[N:29]([CH3:30])[C:28]3[C:31]([C:42]([C:44]4[CH:49]=[CH:48][CH:47]=[CH:46][N:45]=4)=[O:43])=[CH:32][C:33]([C:35]4[C:36]([CH3:41])=[N:37][O:38][C:39]=4[CH3:40])=[CH:34][C:27]=3[N:26]=2)[CH2:24][CH2:23]1.